From a dataset of Forward reaction prediction with 1.9M reactions from USPTO patents (1976-2016). Predict the product of the given reaction. (1) Given the reactants [F:1][C:2]1[CH:3]=[C:4]([CH:11]=O)[C:5](=[CH:8][C:9]=1[F:10])[CH:6]=O.[C:13]1(=[O:20])[CH2:18][CH2:17][C:16](=[O:19])[CH2:15][CH2:14]1.[OH-].[Na+], predict the reaction product. The product is: [F:1][C:2]1[C:9]([F:10])=[CH:8][C:5]2[C:4](=[CH:11][C:18]3[C:13](=[O:20])[C:14]4[C:15]([C:16](=[O:19])[C:17]=3[CH:6]=2)=[CH:11][C:4]2[C:5](=[CH:8][C:9]([F:10])=[C:2]([F:1])[CH:3]=2)[CH:6]=4)[CH:3]=1. (2) Given the reactants Br[C:2]1[CH:3]=[CH:4][C:5]2[O:9][CH:8]([CH:10]3[CH2:15][CH2:14][N:13]([C:16]4[N:21]=[CH:20][C:19]([CH2:22][CH2:23][CH3:24])=[CH:18][N:17]=4)[CH2:12][CH2:11]3)[CH2:7][C:6]=2[CH:25]=1.[N:26]1([C:32]([O:34][C:35]([CH3:38])([CH3:37])[CH3:36])=[O:33])[CH2:31][CH2:30][NH:29][CH2:28][CH2:27]1.C(O[Na])(C)(C)C, predict the reaction product. The product is: [CH2:22]([C:19]1[CH:18]=[N:17][C:16]([N:13]2[CH2:14][CH2:15][CH:10]([CH:8]3[CH2:7][C:6]4[CH:25]=[C:2]([N:29]5[CH2:28][CH2:27][N:26]([C:32]([O:34][C:35]([CH3:38])([CH3:37])[CH3:36])=[O:33])[CH2:31][CH2:30]5)[CH:3]=[CH:4][C:5]=4[O:9]3)[CH2:11][CH2:12]2)=[N:21][CH:20]=1)[CH2:23][CH3:24]. (3) Given the reactants [OH:1][CH2:2][C:3]1([NH:9][C:10](=[O:19])[O:11][CH2:12][C:13]2[CH:18]=[CH:17][CH:16]=[CH:15][CH:14]=2)[CH2:8][CH2:7][O:6][CH2:5][CH2:4]1.F[B-](F)(F)F.[CH3:25][O+](C)C, predict the reaction product. The product is: [CH3:25][O:1][CH2:2][C:3]1([NH:9][C:10](=[O:19])[O:11][CH2:12][C:13]2[CH:18]=[CH:17][CH:16]=[CH:15][CH:14]=2)[CH2:4][CH2:5][O:6][CH2:7][CH2:8]1. (4) Given the reactants [CH2:1]([O:3][C:4](=[O:17])[CH2:5][O:6][C:7]1[CH:12]=[CH:11][C:10]([N+:13]([O-])=O)=[CH:9][C:8]=1[F:16])[CH3:2].Cl, predict the reaction product. The product is: [CH2:1]([O:3][C:4](=[O:17])[CH2:5][O:6][C:7]1[CH:12]=[CH:11][C:10]([NH2:13])=[CH:9][C:8]=1[F:16])[CH3:2]. (5) The product is: [CH2:1]([N:8]1[CH2:24][CH2:23][N:11]([CH:12]2[CH:17]3[CH2:16][CH2:15][N:14]([CH2:19][CH2:18]3)[CH2:13]2)[C:9]1=[O:10])[C:2]1[CH:3]=[CH:4][CH:5]=[CH:6][CH:7]=1. Given the reactants [CH2:1]([NH:8][C:9]([NH:11][CH:12]1[CH:17]2[CH2:18][CH2:19][N:14]([CH2:15][CH2:16]2)[CH2:13]1)=[O:10])[C:2]1[CH:7]=[CH:6][CH:5]=[CH:4][CH:3]=1.[H-].[Na+].Br[CH2:23][CH2:24]Br, predict the reaction product. (6) The product is: [F:38][C:13]1[CH:14]=[C:15]2[C:10](=[CH:11][CH:12]=1)[CH:9]=[C:8]([CH2:7][C:6]([OH:39])=[O:5])[C:17]([CH3:18])=[C:16]2[C:19]1[CH:20]=[CH:21][C:22]([S:25](=[O:36])(=[O:37])[NH:26][CH2:27][C:28]2[CH:29]=[CH:30][C:31]([O:34][CH3:35])=[CH:32][CH:33]=2)=[CH:23][CH:24]=1. Given the reactants O.[OH-].[Li+].C[O:5][C:6](=[O:39])[CH2:7][C:8]1[C:17]([CH3:18])=[C:16]([C:19]2[CH:24]=[CH:23][C:22]([S:25](=[O:37])(=[O:36])[NH:26][CH2:27][C:28]3[CH:33]=[CH:32][C:31]([O:34][CH3:35])=[CH:30][CH:29]=3)=[CH:21][CH:20]=2)[C:15]2[C:10](=[CH:11][CH:12]=[C:13]([F:38])[CH:14]=2)[CH:9]=1.C1COCC1.O, predict the reaction product. (7) The product is: [Cl:19][C:20]1[CH:25]=[C:24]([NH:2][CH:3]2[CH2:8][CH2:7][C:6]([OH:12])([C:9]([OH:11])=[O:10])[CH2:5][CH2:4]2)[C:23]([N+:27]([O-:29])=[O:28])=[CH:22][N:21]=1. Given the reactants Cl.[NH2:2][CH:3]1[CH2:8][CH2:7][C:6]([OH:12])([C:9]([OH:11])=[O:10])[CH2:5][CH2:4]1.C(=O)([O-])[O-].[K+].[K+].[Cl:19][C:20]1[CH:25]=[C:24](Cl)[C:23]([N+:27]([O-:29])=[O:28])=[CH:22][N:21]=1.Cl, predict the reaction product. (8) Given the reactants ClC1C(=O)C(C#N)=C(C#N)C(=O)C=1Cl.[N:15]1([CH2:24][C:25]2[CH:26]=[C:27]3[C:33]([C:34]4[CH:35]=[N:36][N:37]([CH3:39])[CH:38]=4)=[CH:32][NH:31][C:28]3=[N:29][CH:30]=2)[C:23]2[C:18](=[CH:19][CH:20]=[CH:21][CH:22]=2)[CH2:17][CH2:16]1.C([O-])(O)=O.[Na+], predict the reaction product. The product is: [N:15]1([CH2:24][C:25]2[CH:26]=[C:27]3[C:33]([C:34]4[CH:35]=[N:36][N:37]([CH3:39])[CH:38]=4)=[CH:32][NH:31][C:28]3=[N:29][CH:30]=2)[C:23]2[C:18](=[CH:19][CH:20]=[CH:21][CH:22]=2)[CH:17]=[CH:16]1.